From a dataset of NCI-60 drug combinations with 297,098 pairs across 59 cell lines. Regression. Given two drug SMILES strings and cell line genomic features, predict the synergy score measuring deviation from expected non-interaction effect. (1) Drug 1: C1CC(=O)NC(=O)C1N2CC3=C(C2=O)C=CC=C3N. Drug 2: C1=CC(=C2C(=C1NCCNCCO)C(=O)C3=C(C=CC(=C3C2=O)O)O)NCCNCCO. Cell line: SW-620. Synergy scores: CSS=20.4, Synergy_ZIP=-1.33, Synergy_Bliss=-11.0, Synergy_Loewe=-27.2, Synergy_HSA=-8.17. (2) Drug 1: C1=CN(C(=O)N=C1N)C2C(C(C(O2)CO)O)O.Cl. Drug 2: CCC1(C2=C(COC1=O)C(=O)N3CC4=CC5=C(C=CC(=C5CN(C)C)O)N=C4C3=C2)O.Cl. Cell line: OVCAR3. Synergy scores: CSS=41.7, Synergy_ZIP=-4.84, Synergy_Bliss=-6.03, Synergy_Loewe=-5.42, Synergy_HSA=1.03. (3) Drug 1: CS(=O)(=O)C1=CC(=C(C=C1)C(=O)NC2=CC(=C(C=C2)Cl)C3=CC=CC=N3)Cl. Drug 2: CN1C(=O)N2C=NC(=C2N=N1)C(=O)N. Cell line: M14. Synergy scores: CSS=-11.2, Synergy_ZIP=4.34, Synergy_Bliss=1.95, Synergy_Loewe=-5.10, Synergy_HSA=-4.24.